This data is from Peptide-MHC class II binding affinity with 134,281 pairs from IEDB. The task is: Regression. Given a peptide amino acid sequence and an MHC pseudo amino acid sequence, predict their binding affinity value. This is MHC class II binding data. (1) The peptide sequence is CGLNSVDSLEHEMWR. The MHC is DRB3_0101 with pseudo-sequence DRB3_0101. The binding affinity (normalized) is 0.385. (2) The peptide sequence is KYSYYPEDPVKLASI. The MHC is DRB4_0103 with pseudo-sequence DRB4_0103. The binding affinity (normalized) is 0. (3) The peptide sequence is LQIILSGKMAHLRKV. The MHC is H-2-IAb with pseudo-sequence H-2-IAb. The binding affinity (normalized) is 0.188.